This data is from Experimentally validated miRNA-target interactions with 360,000+ pairs, plus equal number of negative samples. The task is: Binary Classification. Given a miRNA mature sequence and a target amino acid sequence, predict their likelihood of interaction. (1) The miRNA is hsa-miR-3152-3p with sequence UGUGUUAGAAUAGGGGCAAUAA. The protein sequence of the target gene is MAATLGSGERWTEAYIDAVRRNKYPEDTPPESHDPCGCCNCMKAQKEKKSENEWTQTRQGEGNSTYSEEQLLGVQRIKKCRNYYEILGVSRDASDEELKKAYRKLALKFHPDKNCAPGATDAFKAIGNAFAVLSNPDKRLRYDEYGDEQVTFTAPRARPYNYYRDFEADITPEELFNVFFGGHFPTGNIHMFSNVTDDTYYYRRRHRHERTQTQKEEEEEKPQTTYSAFIQLLPVLVIVIISVITQLLATNPPYSLFYKSTLGYTISRETQNLQVPYFVDKNFDKAYRGASLHDLEKTIE.... Result: 0 (no interaction). (2) The miRNA is hsa-miR-3610 with sequence GAAUCGGAAAGGAGGCGCCG. The protein sequence of the target gene is MLRQILGQAKKHPSLIPLFVFIGAGGTGAALYVMRLALFNPDVSWDRKNNPEPWNKLGPNEQYKFYSVNVDYSKLKKEGPDF. Result: 0 (no interaction). (3) The miRNA is hsa-miR-142-5p with sequence CAUAAAGUAGAAAGCACUACU. The protein sequence of the target gene is MDPNSILLSPQPQICSHLAEACTEGERSSSPPELDRDSPFPWSQVPSSSPTDPEWFGDEHIQAKRARVETIVRGMCLSPNPLVPGNAQAGVSPRCPKKARERKRKQNLPTPQGLLMPAPAWDQGNRKGGPRVREQLHLLKQQLRHLQEHILQAAKPRDTAQGPGGCGTGKGPLSAKQGNGCGPRPWVVDGDHQQGTSKDLSGAEKHQESEKPSFLPSGAPASLEILRKELTRAVSQAVDSVLQKVLLDPPGHLTQLGRSFQGQVAEGRSEPSPPVGGACKDPLALAALPRRVQLQAGVPV.... Result: 1 (interaction). (4) The miRNA is hsa-miR-4436b-3p with sequence CAGGGCAGGAAGAAGUGGACAA. The protein sequence of the target gene is MRLTLLCCTWREERMGEEGSELPVCASCGQRIYDGQYLQALNADWHADCFRCCECSVSLSHQYYEKDGQLFCKKDYWARYGESCHGCSEHITKGLVMVAGELKYHPECFICLACGNFIGDGDTYTLVEHSKLYCGQCYYQTVVTPVIEQILPDSPGSHLPHTVTLVSIPASAHGKRGLSVSIDPPHGPPGCGTEHSHTVRVQGVDPGCMSPDVKNSIHVGDRILEINGTPIRNVPLDEIDLLIQETSRLLQLTLEHDPHDSLGHGPVSDPSPLSSPVHTPSGQAASSARQKPVLRSCSID.... Result: 0 (no interaction). (5) The miRNA is hsa-miR-4634 with sequence CGGCGCGACCGGCCCGGGG. The protein sequence of the target gene is MHLRRVKTMPRHSQSLTMAPYSSVSLVEQLEDRILCHEKTTAALVEHAFRIKDDIVSSLQKMQNKGGGDRLARLFLEEHIRNITAIVKQLNRDIEVLQEQIRARDNISYGTNSALKTLEMRQLSGLGDLRGRVARCDASIARLSAEHKSTYEGLQHLNKEQQAAKLILETKIKDAEGQISQLLSRVDLSISEQSTKLKMSHRDSNHQLQLLDTKFKGTVEELSNQILSARSWLQQEQERIEKELLQKIDHLSLIVKENSGANERDVEKKLSQMSARLDKIEESQKRNAEGQRKPDEEKVH.... Result: 0 (no interaction). (6) The miRNA is mmu-miR-491-5p with sequence AGUGGGGAACCCUUCCAUGAGG. The protein sequence of the target gene is MGLGQPQAWLLGLPTAVVYGSLALFTTILHNVFLLYYVDTFVSVYKINKMAFWVGETVFLLWNSLNDPLFGWLSDRQFLSSQPRSGAGLSSRAVVLARVQALGWHGPLLALSFLAFWVPWAPAGLQFLLCLCLYDGFLTLVDLHHHALLADLALSAHDRTHLNFYCSLFSAAGSLSVFASYAFWNKEDFSSFRAFCVTLAVSSGLGFLGATQLLRRRVEAARKDPGCSGLVVDSGLCGEELLVGSEEADSITLGRYLRQLARHRNFLWFVSMDLVQVFHCHFNSNFFPLFLEHLLSDHIS.... Result: 0 (no interaction).